Dataset: Forward reaction prediction with 1.9M reactions from USPTO patents (1976-2016). Task: Predict the product of the given reaction. Given the reactants [C:1](OC(=O)C)(=O)[CH3:2].[Br:8][C:9]1[CH:10]=[C:11]([CH3:17])[C:12]([NH:15][NH2:16])=[N:13][CH:14]=1, predict the reaction product. The product is: [Br:8][C:9]1[CH:10]=[C:11]([CH3:17])[C:12]2[N:13]([C:1]([CH3:2])=[N:16][N:15]=2)[CH:14]=1.